From a dataset of Full USPTO retrosynthesis dataset with 1.9M reactions from patents (1976-2016). Predict the reactants needed to synthesize the given product. (1) Given the product [F:36][C:33]1[CH:34]=[CH:35][C:30]([CH:19]2[CH2:20][CH2:21][C:22]3[C:23]([C:25]([N:27]([CH3:29])[CH3:28])=[O:26])=[CH:24][C:15]4[N:14]=[C:13]([CH3:37])[N:12]([CH2:11][CH2:10][CH2:9][OH:8])[C:16]=4[C:17]=3[O:18]2)=[CH:31][CH:32]=1, predict the reactants needed to synthesize it. The reactants are: [Si]([O:8][CH2:9][CH2:10][CH2:11][N:12]1[C:16]2[C:17]3[O:18][CH:19]([C:30]4[CH:35]=[CH:34][C:33]([F:36])=[CH:32][CH:31]=4)[CH2:20][CH2:21][C:22]=3[C:23]([C:25]([N:27]([CH3:29])[CH3:28])=[O:26])=[CH:24][C:15]=2[N:14]=[C:13]1[CH3:37])(C(C)(C)C)(C)C.[F-].C([N+](CCCC)(CCCC)CCCC)CCC. (2) The reactants are: Br[C:2]1[CH:3]=[N:4][CH:5]=[C:6]([CH:11]=1)[C:7]([O:9][CH3:10])=[O:8].[F:12][C:13]([F:25])([F:24])[O:14][C:15]1[CH:20]=[CH:19][C:18](B(O)O)=[CH:17][CH:16]=1.[F-].[K+].C(OCC)(=O)C. Given the product [F:12][C:13]([F:24])([F:25])[O:14][C:15]1[CH:20]=[CH:19][C:18]([C:2]2[CH:11]=[C:6]([C:7]([O:9][CH3:10])=[O:8])[CH:5]=[N:4][CH:3]=2)=[CH:17][CH:16]=1, predict the reactants needed to synthesize it. (3) The reactants are: [CH3:1][O:2][C:3](=[O:46])[C@H:4]([CH:33]1[CH2:36][CH:35]([C:37]([CH3:45])([CH3:44])[O:38][SiH2:39][C:40]([CH3:43])([CH3:42])[CH3:41])[CH2:34]1)[C:5]([C:20]1[CH:25]=[CH:24][C:23]([CH2:26][CH2:27][C:28]([CH3:31])([CH3:30])[CH3:29])=[C:22]([Cl:32])[CH:21]=1)([NH:7][C:8]([O:10][C:11]1[CH:16]=C[C:14]([N+]([O-])=O)=[CH:13][CH:12]=1)=[O:9])[CH3:6].C(Cl)(Cl)Cl.Cl.[F:52]C1(F)CC(N)C1. Given the product [CH3:1][O:2][C:3](=[O:46])[C@H:4]([CH:33]1[CH2:34][CH:35]([C:37]([CH3:45])([CH3:44])[O:38][SiH2:39][C:40]([CH3:43])([CH3:41])[CH3:42])[CH2:36]1)[C:5]([C:20]1[CH:25]=[CH:24][C:23]([CH2:26][CH2:27][C:28]([CH3:29])([CH3:31])[CH3:30])=[C:22]([Cl:32])[CH:21]=1)([NH:7][C:8]([O:10][CH:11]1[CH2:16][C:13]([F:52])([CH3:14])[CH2:12]1)=[O:9])[CH3:6], predict the reactants needed to synthesize it. (4) Given the product [CH:1]1([C:4]2[C:9]([C:10]([F:13])([F:11])[F:12])=[C:8]([CH2:14][NH2:15])[CH:7]=[C:6]([C:26]3[CH:27]=[N:28][C:29]([C:32]([F:34])([F:35])[F:33])=[N:30][CH:31]=3)[N:5]=2)[CH2:3][CH2:2]1, predict the reactants needed to synthesize it. The reactants are: [CH:1]1([C:4]2[C:9]([C:10]([F:13])([F:12])[F:11])=[C:8]([CH2:14][N:15]3C(=O)C4C(=CC=CC=4)C3=O)[CH:7]=[C:6]([C:26]3[CH:27]=[N:28][C:29]([C:32]([F:35])([F:34])[F:33])=[N:30][CH:31]=3)[N:5]=2)[CH2:3][CH2:2]1.O.NN. (5) The reactants are: [F:1][C:2]1[CH:3]=[CH:4][C:5]([O:26][C:27]2[CH:35]=[CH:34][C:30]([C:31]([OH:33])=O)=[CH:29][CH:28]=2)=[C:6]2[C:10]=1[C@H:9]([O:11][C:12]1[CH:25]=[CH:24][C:15]3[C@H:16]([CH2:19][C:20]([O:22][CH3:23])=[O:21])[CH2:17][O:18][C:14]=3[CH:13]=1)[CH2:8][CH2:7]2.[NH:36]1[CH2:41][CH2:40][O:39][CH2:38][CH2:37]1. Given the product [CH3:23][O:22][C:20](=[O:21])[CH2:19][C@H:16]1[C:15]2[CH:24]=[CH:25][C:12]([O:11][C@H:9]3[C:10]4[C:6](=[C:5]([O:26][C:27]5[CH:28]=[CH:29][C:30]([C:31]([N:36]6[CH2:41][CH2:40][O:39][CH2:38][CH2:37]6)=[O:33])=[CH:34][CH:35]=5)[CH:4]=[CH:3][C:2]=4[F:1])[CH2:7][CH2:8]3)=[CH:13][C:14]=2[O:18][CH2:17]1, predict the reactants needed to synthesize it. (6) Given the product [CH3:25][C:26]1[CH:34]=[N:33][CH:32]=[CH:31][C:27]=1[C:28]([NH:61][C:58]1[CH:59]=[CH:60][N:56]([CH2:55][C:50]2[CH:51]=[CH:52][CH:53]=[CH:54][C:49]=2[O:48][C:42]2[CH:47]=[CH:46][CH:45]=[CH:44][CH:43]=2)[N:57]=1)=[O:30], predict the reactants needed to synthesize it. The reactants are: CN(C(ON1N=NC2C=CC=NC1=2)=[N+](C)C)C.F[P-](F)(F)(F)(F)F.[CH3:25][C:26]1[CH:34]=[N:33][CH:32]=[CH:31][C:27]=1[C:28]([OH:30])=O.C(NC(C)C)(C)C.[C:42]1([O:48][C:49]2[CH:54]=[CH:53][CH:52]=[CH:51][C:50]=2[CH2:55][N:56]2[CH:60]=[CH:59][C:58]([NH2:61])=[N:57]2)[CH:47]=[CH:46][CH:45]=[CH:44][CH:43]=1.